From a dataset of Reaction yield outcomes from USPTO patents with 853,638 reactions. Predict the reaction yield, written as a fraction of the theoretical maximum amount of product (1.0 means a 100% yield; for example, 0.34 means a 34% yield). The reactants are [CH3:1][O:2][C:3]1[C:4]([N+:14]([O-:16])=[O:15])=[CH:5][C:6]([CH3:13])=[C:7]([CH:12]=1)[C:8]([O:10][CH3:11])=[O:9].C1C(=O)N([Br:24])C(=O)C1.C(Cl)Cl.O. The catalyst is CC#N.CC(N=NC(C#N)(C)C)(C#N)C. The product is [Br:24][CH2:13][C:6]1[CH:5]=[C:4]([N+:14]([O-:16])=[O:15])[C:3]([O:2][CH3:1])=[CH:12][C:7]=1[C:8]([O:10][CH3:11])=[O:9]. The yield is 0.310.